From a dataset of Experimentally validated miRNA-target interactions with 360,000+ pairs, plus equal number of negative samples. Binary Classification. Given a miRNA mature sequence and a target amino acid sequence, predict their likelihood of interaction. (1) The miRNA is hsa-miR-4656 with sequence UGGGCUGAGGGCAGGAGGCCUGU. Result: 1 (interaction). The protein sequence of the target gene is MTPEDPEETQPLLGPPGGSAPRGRRVFLAAFAAALGPLSFGFALGYSSPAIPSLQRAAPPAPRLDDAAASWFGAVVTLGAAAGGVLGGWLVDRAGRKLSLLLCSVPFVAGFAVITAAQDVWMLLGGRLLTGLACGVASLVAPVYISEIAYPAVRGLLGSCVQLMVVVGILLAYLAGWVLEWRWLAVLGCVPPSLMLLLMCFMPETPRFLLTQHRRQEAMAALRFLWGSEQGWEDPPIGAEQSFHLALLRQPGIYKPFIIGVSLMAFQQLSGVNAVMFYAETIFEEAKFKDSSLASVVVGV.... (2) The miRNA is hsa-miR-3171 with sequence AGAUGUAUGGAAUCUGUAUAUAUC. The protein sequence of the target gene is MASTGASRSLAASPRPPQGRSSRQDKYSVLLPTYNERENLPLIVWLLVKSFSESAINYEIIIIDDGSPDGTREVAEQLAEIYGPDRILLRPREKKLGLGTAYIHGIKHATGNYVIIMDADLSHHPKFIPEFIRKQKEGNFDIVSGTRYKGNGGVYGWDLKRKIISRGANFITQILLRPGASDLTGSFRLYRKEVLQKLIEKCVSKGYVFQMEMIVRARQMNYTIGEVPISFVDRVYGESKLGGNEIVSFLKGLLTLFATT. Result: 0 (no interaction). (3) The miRNA is mmu-miR-466d-3p with sequence UAUACAUACACGCACACAUAG. The protein sequence of the target gene is MVVEVDSMPAASSVKKPFGLRSKMGKWCCRCFPCCRESGKSNVGTSGDHDDSAMKTLRSKMGKWCRHCFPCCRGSGKSNVGASGDHDDSAMKTLRNKMGKWCCHCFPCCRGSSKSKVGAWGDYDDSAFMEPRYHVRGEDLDKLHRAAWWGKVPRKDLIVMLRDTDVNKQDKQKRTALHLASANGNSEVVKLLLDRRCQLNVLDNKKRTALIKAVQCQEDECALMLLEHGTDPNIPDEYGNTTLHYAIYNEDKLMAKALLLYGADIESKNKHGLTPLLLGVHEQKQQVVKFLIKKKANLNA.... Result: 0 (no interaction). (4) The miRNA is rno-miR-181a-5p with sequence AACAUUCAACGCUGUCGGUGAGU. The protein sequence of the target gene is MQDVQGPRPGSPGDAEDRRELGLHRGEVNFGGSGKKRGKFVRVPSGVAPSVLFDLLLAEWHLPAPNLVVSLVGEEQPFAMKSWLRDVLRKGLVKAAQSTGAWILTSALRVGLARHVGQAVRDHSLASTSTKVRVVAVGMASLGRVLHRRILEEAQEDFPVHYPEDDGGSQGPLCSLDSNLSHFILVEPGPPGKGDGLTELRLRLEKHISEQRAGYGGTGSIEIPVLCLLVNGDPNTLERISRAVEQAAPWLILVGSGGIADVLAALVNQPHLLVPKVAEKQFKEKFPSKHFSWEDIVRWT.... Result: 0 (no interaction). (5) The miRNA is hsa-miR-212-5p with sequence ACCUUGGCUCUAGACUGCUUACU. The protein sequence of the target gene is MRSPSAAWLLGAAILLAASLSCSGTIQGTNRSSKGRSLIGKVDGTSHVTGKGVTVETVFSVDEFSASVLTGKLTTVFLPIVYTIVFVVGLPSNGMALWVFLFRTKKKHPAVIYMANLALADLLSVIWFPLKIAYHIHGNNWIYGEALCNVLIGFFYGNMYCSILFMTCLSVQRYWVIVNPMGHSRKKANIAIGISLAIWLLILLVTIPLYVVKQTIFIPALNITTCHDVLPEQLLVGDMFNYFLSLAIGVFLFPAFLTASAYVLMIRMLRSSAMDENSEKKRKRAIKLIVTVLAMYLICF.... Result: 1 (interaction). (6) The miRNA is hsa-miR-4704-5p with sequence GACACUAGGCAUGUGAGUGAUU. The protein sequence of the target gene is MAQVDSQDRWGEASPLSSLTEEAHDTQMLSMNLESDDEDGGEAEKEGTADPVACPRGSSPVTHENPDLPWPHPLGKEEEKFSDSSSAGGMGQKPVEMSGKASWSRDVTKINETQGSPGASRALGSLPSGLAHKLLGQMQPLGDRLPAGDDGYSGANQDAVLDVPPSFPSNGKYLCAHKSVDTSAGNSSLLCFPRPGSNWDLPTQETHTPAQASATPASLAAAVLAKARNSRKVQNQAGRREGGEAEARPYRCLRGGRAFQKPSKPLSPAETRGGAAKRYACELCGKAYSHRGTLQQHRRL.... Result: 0 (no interaction). (7) The miRNA is hsa-miR-548aw with sequence GUGCAAAAGUCAUCACGGUU. The protein sequence of the target gene is MKMADRSGKIIPGQVYIEVEYDYEYEAKDRKIVIKQGERYILVKKTNDDWWQVKPDENSKAFYVPAQYVKEVTRKALMPPVKQVAGLPNNSTKIMQSLHLQRSTENVNKLPELSSFGKPSSSVQGTGLIRDANQNFGPSYNQGQTVNLSLDLTHNNGKFNNDSHSPKVSSQNRTRSFGHFPGPEFLDVEKTSFSQEQSCDSAGEGSERIHQDSESGDELSSSSTEQIRATTPPNQGRPDSPVYANLQELKISQSALPPLPGSPAIQINGEWETHKDSSGRCYYYNRGTQERTWKPPRWTR.... Result: 1 (interaction).